This data is from Full USPTO retrosynthesis dataset with 1.9M reactions from patents (1976-2016). The task is: Predict the reactants needed to synthesize the given product. (1) The reactants are: [CH3:1][O:2][C:3]1[C:4]([NH2:21])=[CH:5][C:6]2[CH2:12][CH2:11][N:10]([CH:13]([CH2:17][O:18][CH3:19])[CH2:14][O:15][CH3:16])[CH2:9][CH2:8][C:7]=2[CH:20]=1.Cl[C:23]1[N:28]=[C:27]([NH:29][C:30]2([CH2:36][C:37]([NH2:39])=[O:38])[CH2:35][CH2:34][CH2:33][CH2:32][CH2:31]2)[C:26]([Cl:40])=[CH:25][N:24]=1. Given the product [Cl:40][C:26]1[C:27]([NH:29][C:30]2([CH2:36][C:37]([NH2:39])=[O:38])[CH2:35][CH2:34][CH2:33][CH2:32][CH2:31]2)=[N:28][C:23]([NH:21][C:4]2[C:3]([O:2][CH3:1])=[CH:20][C:7]3[CH2:8][CH2:9][N:10]([CH:13]([CH2:14][O:15][CH3:16])[CH2:17][O:18][CH3:19])[CH2:11][CH2:12][C:6]=3[CH:5]=2)=[N:24][CH:25]=1, predict the reactants needed to synthesize it. (2) Given the product [CH2:1]1[C:5]2([CH2:11][CH2:10][CH2:9][CH2:8][CH2:7][CH2:6]2)[CH2:4][CH2:3][CH:2]1[CH2:12][OH:13], predict the reactants needed to synthesize it. The reactants are: [CH2:1]1[C:5]2([CH2:11][CH2:10][CH:9]=[CH:8][CH2:7][CH2:6]2)[CH2:4][CH2:3][CH:2]1[CH2:12][OH:13].C(O)C.[H][H]. (3) Given the product [CH3:1][O:2][CH2:3][CH2:4][NH:5][CH2:6][C:8]1[CH:24]=[CH:23][CH:22]=[CH:21][C:9]=1[O:10][CH2:11][CH2:12][CH2:13][CH2:14][CH2:15][C:16]([O:18][CH2:19][CH3:20])=[O:17], predict the reactants needed to synthesize it. The reactants are: [CH3:1][O:2][CH2:3][CH2:4][NH2:5].[CH:6]([C:8]1[CH:24]=[CH:23][CH:22]=[CH:21][C:9]=1[O:10][CH2:11][CH2:12][CH2:13][CH2:14][CH2:15][C:16]([O:18][CH2:19][CH3:20])=[O:17])=O.CC(O)=O.[BH4-].[Na+]. (4) The reactants are: [N:1]1([C:7]([C:9]2[S:13][C:12]([C:14]#[N:15])=[CH:11][CH:10]=2)=[O:8])[CH2:6][CH2:5][CH2:4][CH2:3][CH2:2]1.C([O-])(=O)C.[Na+].Cl.[NH2:22]O.[F:24][C:25]([F:36])([F:35])[C:26](O[C:26](=[O:27])[C:25]([F:36])([F:35])[F:24])=[O:27]. Given the product [N:1]1([C:7]([C:9]2[S:13][C:12]([C:14]3[N:22]=[C:26]([C:25]([F:36])([F:35])[F:24])[O:27][N:15]=3)=[CH:11][CH:10]=2)=[O:8])[CH2:6][CH2:5][CH2:4][CH2:3][CH2:2]1, predict the reactants needed to synthesize it.